From a dataset of Peptide-MHC class I binding affinity with 185,985 pairs from IEDB/IMGT. Regression. Given a peptide amino acid sequence and an MHC pseudo amino acid sequence, predict their binding affinity value. This is MHC class I binding data. (1) The peptide sequence is FLKDVEPLL. The MHC is HLA-A02:01 with pseudo-sequence HLA-A02:01. The binding affinity (normalized) is 0.758. (2) The MHC is HLA-A03:01 with pseudo-sequence HLA-A03:01. The binding affinity (normalized) is 0. The peptide sequence is GPGAGSLQPL.